From a dataset of Reaction yield outcomes from USPTO patents with 853,638 reactions. Predict the reaction yield, written as a fraction of the theoretical maximum amount of product (1.0 means a 100% yield; for example, 0.34 means a 34% yield). (1) The reactants are C(OC([NH:8][C@@H:9]([CH2:13][NH:14][C:15]1[CH:20]=[C:19]([C:21]#[N:22])[CH:18]=[CH:17][C:16]=1[N+:23]([O-])=O)[C:10]([OH:12])=[O:11])=O)(C)(C)C. The catalyst is C(OCC)(=O)C.[Pd]. The product is [NH2:23][C:16]1[CH:17]=[CH:18][C:19]([C:21]#[N:22])=[CH:20][C:15]=1[NH:14][CH2:13][C@@:9]([NH2:8])([C:10]([O:12][C:19]([CH3:21])([CH3:20])[CH3:18])=[O:11])[C:10]([OH:12])=[O:11]. The yield is 0.947. (2) The reactants are Br[C:2]1[S:3][C:4]([N:12]([CH2:19][CH3:20])[CH:13]2[CH2:18][CH2:17][O:16][CH2:15][CH2:14]2)=[C:5]([CH3:11])[C:6]=1[C:7]([O:9][CH3:10])=[O:8].[Cu][C:22]#[N:23].CCOC(C)=O. The catalyst is CN(C=O)C. The product is [C:22]([C:2]1[S:3][C:4]([N:12]([CH2:19][CH3:20])[CH:13]2[CH2:18][CH2:17][O:16][CH2:15][CH2:14]2)=[C:5]([CH3:11])[C:6]=1[C:7]([O:9][CH3:10])=[O:8])#[N:23]. The yield is 0.172. (3) The reactants are Cl.[OH:2][NH2:3].O[C:5]1[C:14]2[C:9](=[CH:10][CH:11]=[CH:12][CH:13]=2)[O:8][C:7](=[O:15])[CH:6]=1.C([O-])(=O)C.[Na+]. The catalyst is CO. The product is [O:2]1[C:13]2[CH:12]=[CH:11][CH:10]=[CH:9][C:14]=2[C:5]([CH2:6][C:7]([OH:15])=[O:8])=[N:3]1. The yield is 0.620. (4) The reactants are [Cl:1][C:2]1[C:7]([C:8]([F:11])([F:10])[F:9])=[CH:6][C:5]([N+:12]([O-])=O)=[CH:4][N:3]=1. The catalyst is C(OCC)(=O)C.[Zn+2].[Br-].[Br-]. The product is [Cl:1][C:2]1[N:3]=[CH:4][C:5]([NH2:12])=[CH:6][C:7]=1[C:8]([F:11])([F:9])[F:10]. The yield is 0.920. (5) The reactants are C(N(CC)C(C)C)(C)C.Cl.[Cl:11][C:12]1[CH:13]=[C:14]2[C:18](=[CH:19][CH:20]=1)[NH:17][CH:16]=[C:15]2[CH2:21][CH2:22][NH2:23].Cl[C:25]([O:27][C:28]1[CH:33]=[CH:32][CH:31]=[CH:30][CH:29]=1)=[O:26]. The catalyst is ClCCl. The product is [Cl:11][C:12]1[CH:13]=[C:14]2[C:18](=[CH:19][CH:20]=1)[NH:17][CH:16]=[C:15]2[CH2:21][CH2:22][NH:23][C:25](=[O:26])[O:27][C:28]1[CH:33]=[CH:32][CH:31]=[CH:30][CH:29]=1. The yield is 0.880. (6) The product is [CH3:9][C:10]1[N:11]=[CH:12][C:13]([CH2:14][OH:15])=[CH:18][CH:19]=1. The catalyst is C1COCC1. The yield is 0.840. The reactants are C([BH-](CC)CC)C.[Li+].[CH3:9][C:10]1[CH:19]=[CH:18][C:13]([C:14](OC)=[O:15])=[CH:12][N:11]=1. (7) The reactants are [CH3:1][C:2]([O:4][C@H:5]1[C:14]2[C@@:15]3([CH3:30])[C@@H:26]([CH2:27][O:28][CH3:29])[O:25][C:23](=[O:24])[C:17]4=[CH:18][O:19][C:20]([C:21](=[O:22])[C:13]=2[C@@H:8]2[CH2:9][CH2:10][C@H:11]([OH:12])[C@@:7]2([CH3:31])[CH2:6]1)=[C:16]34)=[O:3].[NH:32]1[CH2:36][CH2:35][CH2:34][CH2:33]1. The yield is 0.687. The product is [C:2]([O:4][C@H:5]1[C:14]2[C@:15]3([CH3:30])[C:16](/[C:17](=[CH:18]\[N:32]4[CH2:36][CH2:35][CH2:34][CH2:33]4)/[C:23](=[O:24])[O:25][C@@H:26]3[CH2:27][O:28][CH3:29])=[C:20]([OH:19])[C:21](=[O:22])[C:13]=2[C@H:8]2[C@@:7]([CH3:31])([C@@H:11]([OH:12])[CH2:10][CH2:9]2)[CH2:6]1)(=[O:3])[CH3:1]. The catalyst is C(Cl)Cl. (8) The reactants are [C:1]([O:5][C:6]([N:8]1[CH2:13][CH2:12][CH2:11][C:10]([C:15]2[N:16]([CH3:31])[C:17]3[C:22]([N:23]=2)=[C:21]([N:24]2[CH2:29][CH2:28][O:27][CH2:26][CH2:25]2)[N:20]=[C:19]([Cl:30])[N:18]=3)([OH:14])[CH2:9]1)=[O:7])([CH3:4])([CH3:3])[CH3:2].[H-].[Na+].I[CH3:35]. The catalyst is C1COCC1.C1OCCOCCOCCOCCOC1. The product is [C:1]([O:5][C:6]([N:8]1[CH2:13][CH2:12][CH2:11][C:10]([C:15]2[N:16]([CH3:31])[C:17]3[C:22]([N:23]=2)=[C:21]([N:24]2[CH2:29][CH2:28][O:27][CH2:26][CH2:25]2)[N:20]=[C:19]([Cl:30])[N:18]=3)([O:14][CH3:35])[CH2:9]1)=[O:7])([CH3:4])([CH3:3])[CH3:2]. The yield is 0.920.